From a dataset of Full USPTO retrosynthesis dataset with 1.9M reactions from patents (1976-2016). Predict the reactants needed to synthesize the given product. (1) Given the product [O:17]([C:2]1[CH:7]=[CH:6][C:5]([N+:8]([O-:10])=[O:9])=[CH:4][CH:3]=1)[C:11]1[CH:16]=[CH:15][CH:14]=[CH:13][CH:12]=1, predict the reactants needed to synthesize it. The reactants are: F[C:2]1[CH:7]=[CH:6][C:5]([N+:8]([O-:10])=[O:9])=[CH:4][CH:3]=1.[C:11]1([O-:17])[CH:16]=[CH:15][CH:14]=[CH:13][CH:12]=1.[Na+]. (2) Given the product [CH2:11]([O:10][C:8](=[O:9])[C:7]([CH2:29][CH2:28][O:27][CH2:20][C:21]1[CH:26]=[CH:25][CH:24]=[CH:23][CH:22]=1)([C:13]1[CH:18]=[CH:17][CH:16]=[CH:15][CH:14]=1)[C:6]([O:5][CH2:3][CH3:4])=[O:19])[CH3:12], predict the reactants needed to synthesize it. The reactants are: [H-].[Na+].[CH2:3]([O:5][C:6](=[O:19])[CH:7]([C:13]1[CH:18]=[CH:17][CH:16]=[CH:15][CH:14]=1)[C:8]([O:10][CH2:11][CH3:12])=[O:9])[CH3:4].[CH2:20]([O:27][CH2:28][CH2:29]Br)[C:21]1[CH:26]=[CH:25][CH:24]=[CH:23][CH:22]=1.O. (3) Given the product [CH2:33]([NH:25][C:13]1[S:14][C@H:15]2[O:16][C@H:17]([C@@:18]([OH:24])([CH3:23])[C:19]([F:22])([F:21])[F:20])[C@@H:9]([OH:8])[C@H:10]([F:35])[C@H:11]2[N:12]=1)[CH3:34], predict the reactants needed to synthesize it. The reactants are: C([O:8][C@@H:9]1[C@@H:17]([C@@:18]([OH:24])([CH3:23])[C:19]([F:22])([F:21])[F:20])[O:16][C@H:15]2[C@H:11]([N:12]=[C:13]([N:25]([CH2:33][CH3:34])C(=O)OC(C)(C)C)[S:14]2)[C@H:10]1[F:35])C1C=CC=CC=1.B(Cl)(Cl)Cl. (4) Given the product [CH2:1]([C:8]1[C:9]2[CH:10]=[CH:11][C:12]([O:31][CH3:32])=[C:13]([O:29][CH3:30])[C:14]=2[C:15](=[O:34])[N:16]2[CH2:25][CH2:24][C:23]3[C:18](=[CH:19][C:20]4[O:28][CH2:27][O:26][C:21]=4[CH:22]=3)[C:17]=12)[C:2]1[CH:3]=[CH:4][CH:5]=[CH:6][CH:7]=1, predict the reactants needed to synthesize it. The reactants are: [CH2:1]([C:8]1[C:9]2[CH:10]=[CH:11][C:12]([O:31][CH3:32])=[C:13]([O:29][CH3:30])[C:14]=2[CH2:15][NH+:16]2[CH2:25][CH2:24][C:23]3[C:18](=[CH:19][C:20]4[O:28][CH2:27][O:26][C:21]=4[CH:22]=3)[C:17]=12)[C:2]1[CH:7]=[CH:6][CH:5]=[CH:4][CH:3]=1.[Br-].[OH-:34].[Na+]. (5) Given the product [Cl:10][C:11]1[CH:12]=[C:13]([CH:30]=[CH:31][CH:32]=1)[CH2:14][NH:15][C:16]([C:18]1[CH:19]=[C:20]2[C:21]([C:22](=[O:23])[N:7]([C:5]3[S:6][C:2]([Cl:1])=[CH:3][N:4]=3)[C:28](=[S:29])[NH:27]2)=[CH:25][CH:26]=1)=[O:17], predict the reactants needed to synthesize it. The reactants are: [Cl:1][C:2]1[S:6][C:5]([NH2:7])=[N:4][CH:3]=1.[H-].[Na+].[Cl:10][C:11]1[CH:12]=[C:13]([CH:30]=[CH:31][CH:32]=1)[CH2:14][NH:15][C:16]([C:18]1[CH:26]=[CH:25][C:21]([C:22]([O-])=[O:23])=[C:20]([N:27]=[C:28]=[S:29])[CH:19]=1)=[O:17]. (6) Given the product [C:23]1(/[CH:22]=[CH:21]/[C:20]([N:15]2[CH2:16][CH2:17][C:18](=[O:19])[N:12]([CH2:11][CH2:10][CH2:9][N:3]3[CH2:4][CH2:5][CH2:6][CH2:7][CH2:8]3)[CH2:13][CH2:14]2)=[O:29])[CH:28]=[CH:27][CH:26]=[CH:25][CH:24]=1, predict the reactants needed to synthesize it. The reactants are: Cl.Cl.[N:3]1([CH2:9][CH2:10][CH2:11][N:12]2[C:18](=[O:19])[CH2:17][CH2:16][NH:15][CH2:14][CH2:13]2)[CH2:8][CH2:7][CH2:6][CH2:5][CH2:4]1.[C:20](O)(=[O:29])/[CH:21]=[CH:22]/[C:23]1[CH:28]=[CH:27][CH:26]=[CH:25][CH:24]=1. (7) Given the product [Cl:1][C:2]1[CH:7]=[CH:6][CH:5]=[C:4]([Cl:8])[C:3]=1[C:9]1[NH:30][C:12]2[C:11]([CH:10]=1)=[CH:16][C:15]([C:17]1[N:21]([CH2:22][CH3:23])[N:20]=[C:19]([C:24]3[CH:25]=[N:26][CH:27]=[CH:28][CH:29]=3)[N:18]=1)=[CH:14][CH:13]=2, predict the reactants needed to synthesize it. The reactants are: [Cl:1][C:2]1[CH:7]=[CH:6][CH:5]=[C:4]([Cl:8])[C:3]=1[C:9](=O)[CH2:10][C:11]1[CH:16]=[C:15]([C:17]2[N:21]([CH2:22][CH3:23])[N:20]=[C:19]([C:24]3[CH:25]=[N:26][CH:27]=[CH:28][CH:29]=3)[N:18]=2)[CH:14]=[CH:13][C:12]=1[N+:30]([O-])=O.